Dataset: Forward reaction prediction with 1.9M reactions from USPTO patents (1976-2016). Task: Predict the product of the given reaction. (1) Given the reactants [NH2:1][C:2]1[CH:7]=[CH:6][C:5]([OH:8])=[CH:4][CH:3]=1.[CH2:9]([C:15]1[CH:20]=[CH:19][C:18]([C:21]2[CH:26]=[CH:25][C:24]([C:27](O)=[O:28])=[CH:23][CH:22]=2)=[CH:17][CH:16]=1)[CH2:10][CH2:11][CH2:12][CH2:13][CH3:14], predict the reaction product. The product is: [OH:8][C:5]1[CH:6]=[CH:7][C:2]([NH:1][C:27]([C:24]2[CH:23]=[CH:22][C:21]([C:18]3[CH:19]=[CH:20][C:15]([CH2:9][CH2:10][CH2:11][CH2:12][CH2:13][CH3:14])=[CH:16][CH:17]=3)=[CH:26][CH:25]=2)=[O:28])=[CH:3][CH:4]=1. (2) Given the reactants C[O-].[Na+].C([O:7][C@@H:8]1[C@H:17]([O:18]CC2C=CC=CC=2)[C@@H:16]([O:26]CC2C=CC=CC=2)[C@H:15]([CH3:34])[O:14][C@H:9]1[O:10]CC=C)(=[O:6])C, predict the reaction product. The product is: [CH3:34][C@@H:15]1[O:14][CH:9]([OH:10])[C@H:8]([OH:7])[C@H:17]([OH:18])[C@H:16]1[OH:26].[OH2:6]. (3) Given the reactants [NH2:1][C:2]1[C:15]2[C:6](=[CH:7][C:8]3[C:9]4[C:14]=2[C:13](=[O:16])[N:12]([CH2:17][CH2:18][N:19]([CH3:21])[CH3:20])[C:11](=[O:22])[C:10]=4[CH:23]=[CH:24][CH:25]=3)[CH:5]=[CH:4][CH:3]=1.C1(C)C=CC=CC=1.CC1(C)OC(=O)[C:37](=[C:41]([OH:49])[CH2:42][CH2:43][C:44]([O:46][CH2:47][CH3:48])=[O:45])[C:36](=O)[O:35]1, predict the reaction product. The product is: [CH3:21][N:19]([CH3:20])[CH2:18][CH2:17][N:12]1[C:11](=[O:22])[C:10]2[CH:23]=[CH:24][CH:25]=[C:8]3[C:9]=2[C:14](=[C:15]2[C:2]([NH:1][C:36](=[O:35])[CH2:37][C:41](=[O:49])[CH2:42][CH2:43][C:44]([O:46][CH2:47][CH3:48])=[O:45])=[CH:3][CH:4]=[CH:5][C:6]2=[CH:7]3)[C:13]1=[O:16]. (4) Given the reactants [CH2:1]([O:8][C:9]1[CH:16]=[CH:15][C:12]([CH:13]=O)=[C:11]([OH:17])[CH:10]=1)[C:2]1[CH:7]=[CH:6][CH:5]=[CH:4][CH:3]=1.C([O-])([O-])=O.[K+].[K+].[C:24]([O:28][C:29](=[O:32])[CH2:30]Br)([CH3:27])([CH3:26])[CH3:25].C1CCN2C(=NCCC2)CC1, predict the reaction product. The product is: [C:24]([O:28][C:29]([C:30]1[O:17][C:11]2[CH:10]=[C:9]([O:8][CH2:1][C:2]3[CH:7]=[CH:6][CH:5]=[CH:4][CH:3]=3)[CH:16]=[CH:15][C:12]=2[CH:13]=1)=[O:32])([CH3:27])([CH3:26])[CH3:25]. (5) Given the reactants [NH2:1][C:2]1[C:7]([C:8]#[N:9])=[C:6](Br)[N:5]=[C:4]([NH:11][C:12](=[O:14])[CH3:13])[CH:3]=1.[C:15]1(C)[CH:20]=CC=C[C:16]=1P(C1C=CC=CC=1C)C1C=CC=CC=1C.CN(C=O)C.[I-].C([Zn+])CC, predict the reaction product. The product is: [NH2:1][C:2]1[C:7]([C:8]#[N:9])=[C:6]([CH2:16][CH2:15][CH3:20])[N:5]=[C:4]([NH:11][C:12](=[O:14])[CH3:13])[CH:3]=1. (6) Given the reactants [H-].[Na+].C(=S)=S.CI.C(SC)(=S)O[CH2:10][C:11]1[CH:16]=[CH:15][C:14]([O:17][C:18]2[CH:23]=[CH:22][C:21]([F:24])=[C:20]([NH2:25])[CH:19]=2)=[CH:13][N:12]=1.C([SnH](CCCC)CCCC)CCC.CC(N=NC(C#N)(C)C)(C#N)C, predict the reaction product. The product is: [F:24][C:21]1[CH:22]=[CH:23][C:18]([O:17][C:14]2[CH:13]=[N:12][C:11]([CH3:10])=[CH:16][CH:15]=2)=[CH:19][C:20]=1[NH2:25]. (7) The product is: [C:1]([O:5][C:6](=[O:7])[NH:8][CH:9]([C:10](=[O:11])[NH:38][CH:28]1[C:37]2[C:32](=[CH:33][CH:34]=[CH:35][CH:36]=2)[CH2:31][CH2:30][CH2:29]1)[CH2:13][CH2:14][CH2:15][CH2:16][NH:17][S:18]([C:21]1[CH:26]=[CH:25][C:24]([CH3:27])=[CH:23][CH:22]=1)(=[O:19])=[O:20])([CH3:2])([CH3:4])[CH3:3]. Given the reactants [C:1]([O:5][C:6]([NH:8][CH:9]([CH2:13][CH2:14][CH2:15][CH2:16][NH:17][S:18]([C:21]1[CH:26]=[CH:25][C:24]([CH3:27])=[CH:23][CH:22]=1)(=[O:20])=[O:19])[C:10](O)=[O:11])=[O:7])([CH3:4])([CH3:3])[CH3:2].[C@H:28]1([NH2:38])[C:37]2[C:32](=[CH:33][CH:34]=[CH:35][CH:36]=2)[CH2:31][CH2:30][CH2:29]1.Cl.C(N=C=NCCCN(C)C)C.O.ON1C2C=CC=CC=2N=N1.C(N(C(C)C)CC)(C)C, predict the reaction product. (8) The product is: [CH2:31]([O:30][C:28](=[O:29])[CH2:27][C:23]1([CH2:24][CH3:25])[C:6]2[NH:7][C:8]3[C:4]([C:5]=2[CH2:11][CH2:12][O:13]1)=[CH:3][C:2]([CH3:1])=[CH:10][CH:9]=3)[CH3:32]. Given the reactants [CH3:1][C:2]1[CH:3]=[C:4]2[C:8](=[CH:9][CH:10]=1)[NH:7][CH:6]=[C:5]2[CH2:11][CH2:12][OH:13].B(F)(F)F.CCOCC.[C:23]([CH2:27][C:28]([O:30][CH2:31][CH3:32])=[O:29])(=O)[CH2:24][CH3:25], predict the reaction product. (9) The product is: [CH:1]1([N:5]2[CH2:11][CH2:10][C:9]3[CH:12]=[C:13]([O:16][C:18]4[CH:19]=[CH:20][C:21]([C:24]5[N:29]=[C:28]([O:30][CH3:31])[CH:27]=[C:26]([O:32][CH3:33])[N:25]=5)=[CH:22][N:23]=4)[CH:14]=[CH:15][C:8]=3[CH2:7][CH2:6]2)[CH2:4][CH2:3][CH2:2]1. Given the reactants [CH:1]1([N:5]2[CH2:11][CH2:10][C:9]3[CH:12]=[C:13]([OH:16])[CH:14]=[CH:15][C:8]=3[CH2:7][CH2:6]2)[CH2:4][CH2:3][CH2:2]1.Cl[C:18]1[N:23]=[CH:22][C:21]([C:24]2[N:29]=[C:28]([O:30][CH3:31])[CH:27]=[C:26]([O:32][CH3:33])[N:25]=2)=[CH:20][CH:19]=1.C(=O)([O-])[O-].[Ca+2].CN(C)C=O, predict the reaction product.